Dataset: Reaction yield outcomes from USPTO patents with 853,638 reactions. Task: Predict the reaction yield, written as a fraction of the theoretical maximum amount of product (1.0 means a 100% yield; for example, 0.34 means a 34% yield). (1) The reactants are [CH3:1][C:2]1[CH:11]=[CH:10][C:9]2[C:4](=[CH:5][CH:6]=[CH:7][C:8]=2[N:12]2[CH2:17][CH2:16][N:15](C(OC(C)(C)C)=O)[CH2:14][CH2:13]2)[N:3]=1.FC(F)(F)C(O)=O. The yield is 0.960. The product is [CH3:1][C:2]1[CH:11]=[CH:10][C:9]2[C:4](=[CH:5][CH:6]=[CH:7][C:8]=2[N:12]2[CH2:17][CH2:16][NH:15][CH2:14][CH2:13]2)[N:3]=1. The catalyst is ClCCl. (2) The reactants are [Cl:1][C:2]1[N:7]=[C:6](S(C)=O)[N:5]=[C:4]2[N:11]([C:16]3[C:21]([F:22])=[CH:20][CH:19]=[CH:18][C:17]=3[F:23])[C:12](=[O:15])[NH:13][CH2:14][C:3]=12.[N:24]1([CH:29]2[CH2:34][CH2:33][NH:32][CH2:31][CH2:30]2)[CH2:28][CH2:27][CH2:26][CH2:25]1.C(N(CC)C(C)C)(C)C. The catalyst is C(Cl)Cl. The product is [Cl:1][C:2]1[N:7]=[C:6]([N:32]2[CH2:33][CH2:34][CH:29]([N:24]3[CH2:28][CH2:27][CH2:26][CH2:25]3)[CH2:30][CH2:31]2)[N:5]=[C:4]2[N:11]([C:16]3[C:21]([F:22])=[CH:20][CH:19]=[CH:18][C:17]=3[F:23])[C:12](=[O:15])[NH:13][CH2:14][C:3]=12. The yield is 0.810. (3) The reactants are [NH2:1][C@H:2]1[C:11]2[C:6](=[CH:7][CH:8]=[C:9]([F:12])[CH:10]=2)[N:5]([C:13](=[O:15])[CH3:14])[C@@H:4]([CH:16]2[CH2:18][CH2:17]2)[C@@H:3]1[CH3:19].Br[C:21]1[CH:26]=[CH:25][N:24]=[C:23]([O:27][CH3:28])[N:22]=1.CN(C1C(C2C(P(C3CCCCC3)C3CCCCC3)=CC=CC=2)=CC=CC=1)C.CC(C)([O-])C.[Na+]. The catalyst is C1C=CC(/C=C/C(/C=C/C2C=CC=CC=2)=O)=CC=1.C1C=CC(/C=C/C(/C=C/C2C=CC=CC=2)=O)=CC=1.C1C=CC(/C=C/C(/C=C/C2C=CC=CC=2)=O)=CC=1.[Pd].[Pd].O1CCOCC1. The product is [CH:16]1([C@H:4]2[C@H:3]([CH3:19])[C@@H:2]([NH:1][C:21]3[CH:26]=[CH:25][N:24]=[C:23]([O:27][CH3:28])[N:22]=3)[C:11]3[C:6](=[CH:7][CH:8]=[C:9]([F:12])[CH:10]=3)[N:5]2[C:13](=[O:15])[CH3:14])[CH2:18][CH2:17]1. The yield is 0.250. (4) The yield is 0.370. The reactants are [F:1][C:2]([F:25])([F:24])[C:3]1[CH:4]=[C:5]([CH:17]=[C:18]([C:20]([F:23])([F:22])[F:21])[CH:19]=1)[C:6]([CH:8]1[CH2:15][C:11]2[S:12][CH:13]=[CH:14][C:10]=2[C:9]1=O)=O.O.[NH2:27][NH2:28].C(O)(=O)C. The product is [F:1][C:2]([F:25])([F:24])[C:3]1[CH:4]=[C:5]([C:6]2[C:8]3[CH2:15][C:11]4[S:12][CH:13]=[CH:14][C:10]=4[C:9]=3[NH:28][N:27]=2)[CH:17]=[C:18]([C:20]([F:23])([F:22])[F:21])[CH:19]=1. The catalyst is C(O)C. (5) The reactants are Br[C:2]1[CH:7]=[CH:6][C:5]([CH2:8][CH2:9][CH2:10][N:11]2[C:19](=[O:20])[C:18]3[C:13](=[CH:14][CH:15]=[CH:16][CH:17]=3)[C:12]2=[O:21])=[CH:4][CH:3]=1.[CH3:22][C:23]1([CH3:39])[C:27]([CH3:29])([CH3:28])[O:26][B:25]([B:25]2[O:26][C:27]([CH3:29])([CH3:28])[C:23]([CH3:39])([CH3:22])[O:24]2)[O:24]1.C([O-])(=O)C.[K+2].C([O-])(=O)C. The catalyst is C1C=CC(P(C2C=CC=CC=2)[C-]2C=CC=C2)=CC=1.C1C=CC(P(C2C=CC=CC=2)[C-]2C=CC=C2)=CC=1.Cl[Pd]Cl.[Fe+2].C1(P(C2C=CC=CC=2)[C-]2C=CC=C2)C=CC=CC=1.[C-]1(P(C2C=CC=CC=2)C2C=CC=CC=2)C=CC=C1.[Fe+2].O1CCOCC1. The product is [CH3:22][C:23]1([CH3:39])[C:27]([CH3:29])([CH3:28])[O:26][B:25]([C:2]2[CH:7]=[CH:6][C:5]([CH2:8][CH2:9][CH2:10][N:11]3[C:19](=[O:20])[C:18]4[C:13](=[CH:14][CH:15]=[CH:16][CH:17]=4)[C:12]3=[O:21])=[CH:4][CH:3]=2)[O:24]1. The yield is 1.01.